This data is from Forward reaction prediction with 1.9M reactions from USPTO patents (1976-2016). The task is: Predict the product of the given reaction. Given the reactants CC([O-])(C)C.[K+].[N+:7]([CH3:10])([O-:9])=[O:8].[O:11]=[C:12]1[C:21]2[C:16](=[CH:17][CH:18]=[CH:19][CH:20]=2)[CH2:15][CH2:14][N:13]1[CH:22]([C:35](=[O:37])C)[CH:23]([NH:31][C:32]([CH3:34])=[O:33])[C:24]([O:26][C:27]([CH3:30])([CH3:29])[CH3:28])=[O:25], predict the reaction product. The product is: [O:11]=[C:12]1[C:21]2[C:16](=[CH:17][CH:18]=[CH:19][CH:20]=2)[CH2:15][CH2:14][N:13]1[CH:22]([CH:35]([OH:37])[CH2:10][N+:7]([O-:9])=[O:8])[CH:23]([NH:31][C:32]([CH3:34])=[O:33])[C:24]([O:26][C:27]([CH3:30])([CH3:29])[CH3:28])=[O:25].